Dataset: Catalyst prediction with 721,799 reactions and 888 catalyst types from USPTO. Task: Predict which catalyst facilitates the given reaction. (1) Reactant: [CH3:1][O:2][C:3]1[CH:8]=[CH:7][C:6]([S:9]([NH:12][C:13]2([C:19]([O:21][CH3:22])=[O:20])[CH2:18][CH2:17][CH2:16][CH2:15][CH2:14]2)(=[O:11])=[O:10])=[CH:5][CH:4]=1.[C:23]([O-])([O-])=O.[K+].[K+].CI.CCCCCCC.C(OCC)(=O)C. Product: [CH3:1][O:2][C:3]1[CH:4]=[CH:5][C:6]([S:9]([N:12]([C:13]2([C:19]([O:21][CH3:22])=[O:20])[CH2:18][CH2:17][CH2:16][CH2:15][CH2:14]2)[CH3:23])(=[O:10])=[O:11])=[CH:7][CH:8]=1. The catalyst class is: 21. (2) Reactant: [C:1]([O:5][C:6]([N:8]1[CH2:13][CH2:12][NH:11][CH2:10][CH2:9]1)=[O:7])([CH3:4])([CH3:3])[CH3:2].C([O-])([O-])=O.[K+].[K+].F[C:21]1[CH:26]=[CH:25][C:24]([N+:27]([O-:29])=[O:28])=[CH:23][C:22]=1[F:30]. Product: [C:1]([O:5][C:6]([N:8]1[CH2:13][CH2:12][N:11]([C:21]2[CH:26]=[CH:25][C:24]([N+:27]([O-:29])=[O:28])=[CH:23][C:22]=2[F:30])[CH2:10][CH2:9]1)=[O:7])([CH3:4])([CH3:2])[CH3:3]. The catalyst class is: 3. (3) Product: [CH:1]1([N:7]2[CH2:16][CH2:15][C:14]3[C:9](=[CH:10][CH:11]=[CH:12][CH:13]=3)[C:8]2=[O:17])[CH2:2][CH2:3][CH2:4][CH2:5][CH2:6]1. Reactant: [CH:1]1([N:7]2[CH:16]=[CH:15][C:14]3[C:9](=[CH:10][CH:11]=[CH:12][CH:13]=3)[C:8]2=[O:17])[CH2:6][CH2:5][CH2:4][CH2:3][CH2:2]1.Cl. The catalyst class is: 29. (4) Reactant: C1C(=O)N([Br:8])C(=O)C1.[CH3:9][C:10]1[CH:11]=[CH:12][C:13]([N+:17]([O-:19])=[O:18])=[C:14]([CH:16]=1)[NH2:15]. Product: [Br:8][C:11]1[C:10]([CH3:9])=[CH:16][C:14]([NH2:15])=[C:13]([N+:17]([O-:19])=[O:18])[CH:12]=1. The catalyst class is: 86. (5) Reactant: [C:1]([C:4]1[CH:9]=[CH:8][C:7]([S:10](Cl)(=[O:12])=[O:11])=[CH:6][CH:5]=1)(=[O:3])[CH3:2].[NH2:14][CH2:15][C:16]1[CH:17]=[N:18][CH:19]=[CH:20][CH:21]=1. The catalyst class is: 30. Product: [C:1]([C:4]1[CH:9]=[CH:8][C:7]([S:10]([NH:14][CH2:15][C:16]2[CH:17]=[N:18][CH:19]=[CH:20][CH:21]=2)(=[O:12])=[O:11])=[CH:6][CH:5]=1)(=[O:3])[CH3:2]. (6) Reactant: [Br-:1].[CH2:2]([O:14][CH:15]([CH2:34][O:35][CH2:36][CH2:37][CH2:38][CH2:39][CH2:40][CH2:41][CH2:42][CH2:43][CH2:44][CH2:45][CH2:46][CH3:47])[CH2:16][N+:17]([CH3:33])([CH3:32])[CH2:18][CH2:19][CH2:20][N:21]1C(=O)C2C(=CC=CC=2)C1=O)[CH2:3][CH2:4][CH2:5][CH2:6][CH2:7][CH2:8][CH2:9][CH2:10][CH2:11][CH2:12][CH3:13].NN. Product: [Br-:1].[NH2:21][CH2:20][CH2:19][CH2:18][N+:17]([CH3:33])([CH3:32])[CH2:16][CH:15]([O:14][CH2:2][CH2:3][CH2:4][CH2:5][CH2:6][CH2:7][CH2:8][CH2:9][CH2:10][CH2:11][CH2:12][CH3:13])[CH2:34][O:35][CH2:36][CH2:37][CH2:38][CH2:39][CH2:40][CH2:41][CH2:42][CH2:43][CH2:44][CH2:45][CH2:46][CH3:47]. The catalyst class is: 8.